From a dataset of Peptide-MHC class II binding affinity with 134,281 pairs from IEDB. Regression. Given a peptide amino acid sequence and an MHC pseudo amino acid sequence, predict their binding affinity value. This is MHC class II binding data. (1) The peptide sequence is GQHTLPRCWLIRNGS. The MHC is DRB4_0101 with pseudo-sequence DRB4_0103. The binding affinity (normalized) is 0.421. (2) The peptide sequence is LVKFVAGDGDVVAVD. The MHC is HLA-DPA10103-DPB10401 with pseudo-sequence HLA-DPA10103-DPB10401. The binding affinity (normalized) is 0.146. (3) The peptide sequence is LFAAFPSFAGLRPTF. The MHC is DRB1_0101 with pseudo-sequence DRB1_0101. The binding affinity (normalized) is 0.600. (4) The peptide sequence is NCILIRLTLLLWISV. The MHC is DRB1_0101 with pseudo-sequence DRB1_0101. The binding affinity (normalized) is 0.272. (5) The peptide sequence is VSDPSKLNNQFGSMP. The MHC is DRB5_0101 with pseudo-sequence DRB5_0101. The binding affinity (normalized) is 0.0557. (6) The peptide sequence is APKVKYTVFETALKK. The MHC is HLA-DQA10401-DQB10402 with pseudo-sequence HLA-DQA10401-DQB10402. The binding affinity (normalized) is 0.172.